Predict the reactants needed to synthesize the given product. From a dataset of Full USPTO retrosynthesis dataset with 1.9M reactions from patents (1976-2016). (1) Given the product [C:72]1([C:41]2[CH:46]=[C:45]([C:47]3[CH:52]=[C:51]([C:53]4[CH:54]=[C:55]([C:35]5[CH:36]=[CH:37][CH:38]=[CH:39][CH:40]=5)[CH:56]=[C:57]([C:59]5[CH:64]=[CH:63][CH:62]=[CH:61][CH:60]=5)[CH:58]=4)[N:50]=[C:49]([Cl:71])[N:48]=3)[CH:20]=[C:15]([C:11]3[CH:10]=[CH:9][CH:14]=[CH:13][CH:12]=3)[CH:16]=2)[CH:73]=[CH:74][CH:75]=[CH:76][CH:77]=1, predict the reactants needed to synthesize it. The reactants are: CC1(C)C(C)(C)OB([C:9]2[CH:10]=[C:11]([C:15]3[CH:16]=NC=N[CH:20]=3)[CH:12]=[CH:13][CH:14]=2)O1.[C:35]1(P([C:35]2[CH:40]=[CH:39][CH:38]=[CH:37][CH:36]=2)[C:35]2[CH:40]=[CH:39][CH:38]=[CH:37][CH:36]=2)[CH:40]=[CH:39][CH:38]=[CH:37][CH:36]=1.[C:41]1([C:72]2[CH:77]=[CH:76][CH:75]=[C:74](C3C=CC=CC=3)[CH:73]=2)[CH:46]=[C:45]([C:47]2[CH:52]=[C:51]([C:53]3[CH:54]=[CH:55][CH:56]=[C:57]([C:59]4[CH:64]=[CH:63][CH:62]=[C:61](C5C=CC=CC=5)[CH:60]=4)[CH:58]=3)[N:50]=[C:49]([Cl:71])[N:48]=2)C=CC=1. (2) The reactants are: FC(F)(F)C(O)=O.[Cl:8][C:9]1[C:10]([F:43])=[C:11]([CH:15]2[C:19]([C:22]3[CH:27]=[CH:26][C:25]([Cl:28])=[CH:24][C:23]=3[F:29])([C:20]#[N:21])[CH:18]([CH2:30][C:31]([CH3:39])([C:33]3[O:34][C:35]([CH3:38])=[CH:36][CH:37]=3)[CH3:32])[NH:17][CH:16]2[C:40](O)=[O:41])[CH:12]=[CH:13][CH:14]=1.CC1(C)[O:49][C@@H:48]([CH2:50][CH2:51][NH2:52])[CH2:47][O:46]1.CN(C(ON1N=NC2C=CC=NC1=2)=[N+](C)C)C.F[P-](F)(F)(F)(F)F.CCN(C(C)C)C(C)C.Cl. Given the product [OH:49][C@H:48]([CH2:47][OH:46])[CH2:50][CH2:51][NH:52][C:40]([CH:16]1[CH:15]([C:11]2[CH:12]=[CH:13][CH:14]=[C:9]([Cl:8])[C:10]=2[F:43])[C:19]([C:22]2[CH:27]=[CH:26][C:25]([Cl:28])=[CH:24][C:23]=2[F:29])([C:20]#[N:21])[CH:18]([CH2:30][C:31]([CH3:39])([C:33]2[O:34][C:35]([CH3:38])=[CH:36][CH:37]=2)[CH3:32])[NH:17]1)=[O:41], predict the reactants needed to synthesize it. (3) Given the product [CH2:1]([O:3][C:4](=[O:14])[C:5]1[CH:10]=[CH:9][CH:8]=[C:7]([CH2:11][CH2:12][CH2:13][C:43]2[C:44](=[O:46])[CH2:45][C@@H:41]([O:40][Si:39]([C:35]([CH3:38])([CH3:37])[CH3:36])([CH3:48])[CH3:49])[CH:42]=2)[CH:6]=1)[CH3:2], predict the reactants needed to synthesize it. The reactants are: [CH2:1]([O:3][C:4](=[O:14])[C:5]1[CH:10]=[CH:9][CH:8]=[C:7]([CH2:11][CH:12]=[CH2:13])[CH:6]=1)[CH3:2].C12CCCC(CCC1)B12[H]B2(C3CCCC2CCC3)[H]1.[C:35]([Si:39]([CH3:49])([CH3:48])[O:40][C@@H:41]1[CH2:45][C:44](=[O:46])[C:43](I)=[CH:42]1)([CH3:38])([CH3:37])[CH3:36].[O-]P([O-])([O-])=O.[K+].[K+].[K+]. (4) Given the product [F:20][C:4]1[CH:3]=[C:2]([B:24]2[O:25][C:26]([CH3:28])([CH3:27])[C:22]([CH3:38])([CH3:21])[O:23]2)[CH:7]=[CH:6][C:5]=1[NH:8][C:9]1[O:10][C:11]2[C:17]([CH3:18])=[CH:16][C:15]([CH3:19])=[CH:14][C:12]=2[N:13]=1, predict the reactants needed to synthesize it. The reactants are: Br[C:2]1[CH:7]=[CH:6][C:5]([NH:8][C:9]2[O:10][C:11]3[C:17]([CH3:18])=[CH:16][C:15]([CH3:19])=[CH:14][C:12]=3[N:13]=2)=[C:4]([F:20])[CH:3]=1.[CH3:21][C:22]1([CH3:38])[C:26]([CH3:28])([CH3:27])[O:25][B:24]([B:24]2[O:25][C:26]([CH3:28])([CH3:27])[C:22]([CH3:38])([CH3:21])[O:23]2)[O:23]1.C([O-])(=O)C.[K+].C(Cl)Cl. (5) Given the product [N+:1]([C:4]([C:11]1[CH:20]=[CH:19][C:18]2[C:13](=[CH:14][CH:15]=[C:16]([O:21][C@H:22]3[CH2:23][CH2:24][C@@H:25]([C:28]([F:29])([F:30])[F:31])[CH2:26][CH2:27]3)[CH:17]=2)[CH:12]=1)([CH3:10])[CH2:5][CH2:6][C:7]([OH:9])=[O:8])([O-:3])=[O:2], predict the reactants needed to synthesize it. The reactants are: [N+:1]([C:4]([C:11]1[CH:20]=[CH:19][C:18]2[C:13](=[CH:14][CH:15]=[C:16]([O:21][C@H:22]3[CH2:27][CH2:26][C@H:25]([C:28]([F:31])([F:30])[F:29])[CH2:24][CH2:23]3)[CH:17]=2)[CH:12]=1)([CH3:10])[CH2:5][CH2:6][C:7]([OH:9])=[O:8])([O-:3])=[O:2].COC(=O)CCC([N+]([O-])=O)(C1C=CC2C(=CC=C(O[C@H]3CC[C@@H](C(F)(F)F)CC3)C=2)C=1)C. (6) Given the product [CH3:1][C:2]1[CH:10]=[C:9]2[C:5]([CH:6]=[N:7][NH:8]2)=[C:4]2[C:3]=1[S:13][C:12]([NH:14][C:15]1[CH:20]=[CH:19][CH:18]=[CH:17][N:16]=1)=[N:11]2, predict the reactants needed to synthesize it. The reactants are: [CH3:1][CH:2]1[CH2:10][C:9]2[NH:8][N:7]=[CH:6][C:5]=2[C:4]2[N:11]=[C:12]([NH:14][C:15]3[CH:20]=[CH:19][CH:18]=[CH:17][N:16]=3)[S:13][C:3]1=2.C(C1C(=O)C(Cl)=C(Cl)C(=O)C=1C#N)#N.[O-]S([O-])=O.[Na+].[Na+]. (7) Given the product [CH3:37][N:38]([CH3:40])/[CH:39]=[CH:30]/[C:29]([C:11]1[CH:12]=[CH:13][C:14]([O:16][CH2:17][C:18]2[CH:27]=[CH:26][C:25]3[C:20](=[CH:21][CH:22]=[C:23]([F:28])[CH:24]=3)[N:19]=2)=[CH:15][C:10]=1[CH:3]([C:4]1[CH:9]=[CH:8][CH:7]=[CH:6][CH:5]=1)[C:2]([CH3:33])([CH3:32])[CH3:1])=[O:31], predict the reactants needed to synthesize it. The reactants are: [CH3:1][C:2]([CH3:33])([CH3:32])[CH:3]([C:10]1[CH:15]=[C:14]([O:16][CH2:17][C:18]2[CH:27]=[CH:26][C:25]3[C:20](=[CH:21][CH:22]=[C:23]([F:28])[CH:24]=3)[N:19]=2)[CH:13]=[CH:12][C:11]=1[C:29](=[O:31])[CH3:30])[C:4]1[CH:9]=[CH:8][CH:7]=[CH:6][CH:5]=1.C(O[CH:37](OCC)[N:38]([CH3:40])[CH3:39])C. (8) Given the product [Br:4][C:5]1[CH:6]=[C:7]([C:20]([OH:22])=[O:21])[N:8]([CH2:10][C:11]([C:13]2[CH:18]=[CH:17][C:16]([Cl:19])=[CH:15][CH:14]=2)=[O:12])[CH:9]=1, predict the reactants needed to synthesize it. The reactants are: O[Li].O.[Br:4][C:5]1[CH:6]=[C:7]([C:20]([O:22]C)=[O:21])[N:8]([CH2:10][C:11]([C:13]2[CH:18]=[CH:17][C:16]([Cl:19])=[CH:15][CH:14]=2)=[O:12])[CH:9]=1. (9) Given the product [C:5]1([C:36]2[CH:35]=[CH:46][CH:45]=[CH:44][CH:48]=2)[CH:4]=[CH:3][C:2]([CH2:7][C:9]2[S:13][C:12]3[CH:14]=[CH:15][CH:16]=[CH:17][C:11]=3[C:10]=2[CH2:18][C:19]([OH:21])=[O:20])=[CH:1][CH:6]=1, predict the reactants needed to synthesize it. The reactants are: [C:1]1(C2C=CC=CC=2)[C:2]([C:7]([C:9]2[S:13][C:12]3[CH:14]=[CH:15][CH:16]=[CH:17][C:11]=3[C:10]=2[CH2:18][C:19]([OH:21])=[O:20])=O)=[CH:3][CH:4]=[CH:5][CH:6]=1.[BH4-].[Na+].C([SiH]([CH2:35][CH3:36])CC)C.C(O)(C(F)(F)F)=O.[CH2:44]1[CH2:48]O[CH2:46][CH2:45]1. (10) Given the product [Cl:1][C:2]1[N:3]=[C:4]([C:9]([NH:11][C@H:12]2[CH2:17][CH2:16][N:15]([C:18]3[S:22][C:21]([CH3:23])=[C:20]([C:24]([OH:26])=[O:25])[CH:19]=3)[CH2:14][C@H:13]2[O:28][CH3:29])=[O:10])[NH:5][C:6]=1[CH2:7][CH3:8], predict the reactants needed to synthesize it. The reactants are: [Cl:1][C:2]1[N:3]=[C:4]([C:9]([NH:11][C@H:12]2[CH2:17][CH2:16][N:15]([C:18]3[S:22][C:21]([CH3:23])=[C:20]([C:24]([O:26]C)=[O:25])[CH:19]=3)[CH2:14][C@H:13]2[O:28][CH3:29])=[O:10])[NH:5][C:6]=1[CH2:7][CH3:8].[OH-].[Li+].